From a dataset of Forward reaction prediction with 1.9M reactions from USPTO patents (1976-2016). Predict the product of the given reaction. (1) Given the reactants [CH3:1][N:2]1[C:6]([C:7]([C:9]2[CH:10]=[N:11][C:12](C(F)(F)F)=[CH:13][CH:14]=2)=[O:8])=[CH:5][N:4]=[CH:3]1.[CH3:19][OH:20], predict the reaction product. The product is: [CH3:19][O:20][C:12]1[N:11]=[CH:10][C:9]([C:7]([C:6]2[N:2]([CH3:1])[CH:3]=[N:4][CH:5]=2)=[O:8])=[CH:14][CH:13]=1. (2) Given the reactants [CH3:1][O:2][C:3]1[CH:4]=[C:5]([NH:11][C:12]2[N:21]=[CH:20][CH:19]=[CH:18][C:13]=2[C:14]([NH:16][NH2:17])=O)[CH:6]=[C:7]([O:9][CH3:10])[CH:8]=1.I.[CH3:23][O:24][C:25]1[CH:26]=[C:27]([NH:33][C:34](=[NH:37])SC)[CH:28]=[C:29]([O:31][CH3:32])[CH:30]=1, predict the reaction product. The product is: [CH3:1][O:2][C:3]1[CH:4]=[C:5]([NH:11][C:12]2[C:13]([C:14]3[NH:37][C:34]([NH:33][C:27]4[CH:26]=[C:25]([O:24][CH3:23])[CH:30]=[C:29]([O:31][CH3:32])[CH:28]=4)=[N:17][N:16]=3)=[CH:18][CH:19]=[CH:20][N:21]=2)[CH:6]=[C:7]([O:9][CH3:10])[CH:8]=1. (3) Given the reactants [CH3:1][O:2][C:3]1[C:4]([CH3:10])=[C:5]([CH:7]=[CH:8][CH:9]=1)[NH2:6].[CH2:11]([O:13][C:14](=N)[CH2:15][C:16]([O:18][CH2:19][CH3:20])=[O:17])[CH3:12], predict the reaction product. The product is: [CH2:19]([O:18][C:16](=[O:17])[CH2:15][C:14]([O:13][CH2:11][CH3:12])=[N:6][C:5]1[CH:7]=[CH:8][CH:9]=[C:3]([O:2][CH3:1])[C:4]=1[CH3:10])[CH3:20]. (4) Given the reactants [CH2:1]([N:8]1[CH2:13][CH2:12][N:11]([C:14](=O)[CH2:15][C:16]2[N:17]([C:30]3[CH:35]=[CH:34][CH:33]=[CH:32][CH:31]=3)[N:18]=[C:19]3[C:28]=2[C:27]2[CH:26]=[CH:25][CH:24]=[CH:23][C:22]=2[N:21]=[C:20]3[Cl:29])[CH2:10][CH2:9]1)[C:2]1[CH:7]=[CH:6][CH:5]=[CH:4][CH:3]=1.[H-].[Al+3].[Li+].[H-].[H-].[H-].O.[OH-].[Na+], predict the reaction product. The product is: [CH2:1]([N:8]1[CH2:13][CH2:12][N:11]([CH2:14][CH2:15][C:16]2[N:17]([C:30]3[CH:35]=[CH:34][CH:33]=[CH:32][CH:31]=3)[N:18]=[C:19]3[C:28]=2[C:27]2[CH:26]=[CH:25][CH:24]=[CH:23][C:22]=2[N:21]=[C:20]3[Cl:29])[CH2:10][CH2:9]1)[C:2]1[CH:3]=[CH:4][CH:5]=[CH:6][CH:7]=1. (5) Given the reactants C([NH:8][C@H:9]([CH2:35][OH:36])[CH2:10][C:11]1[CH:12]=[CH:13][C:14]([O:27]CC2C=CC=CC=2)=[C:15]([NH:17][S:18]([C:21]2[CH:26]=[CH:25][CH:24]=[CH:23][CH:22]=2)(=[O:20])=[O:19])[CH:16]=1)C1C=CC=CC=1.[O:37]1[CH2:39][C@H:38]1[CH2:40][O:41][C:42]1[CH:50]=[CH:49][CH:48]=[C:47]2[C:43]=1[CH:44]=[CH:45][NH:46]2, predict the reaction product. The product is: [OH:27][C:14]1[CH:13]=[CH:12][C:11]([CH2:10][C@H:9]([NH:8][CH2:39][C@H:38]([OH:37])[CH2:40][O:41][C:42]2[CH:50]=[CH:49][CH:48]=[C:47]3[C:43]=2[CH:44]=[CH:45][NH:46]3)[CH2:35][OH:36])=[CH:16][C:15]=1[NH:17][S:18]([C:21]1[CH:26]=[CH:25][CH:24]=[CH:23][CH:22]=1)(=[O:20])=[O:19]. (6) Given the reactants [S:1]1[CH:5]=[CH:4][N:3]=[C:2]1[NH:6][C:7]([C:9]1[C:17]2[C:12](=[CH:13][C:14]([CH2:18][OH:19])=[CH:15][CH:16]=2)[N:11]([CH2:20][CH:21]2[CH2:23][CH2:22]2)[CH:10]=1)=[O:8].N[C:25]1SC=C(C)N=1, predict the reaction product. The product is: [CH3:25][C:4]1[N:3]=[C:2]([NH:6][C:7]([C:9]2[C:17]3[C:12](=[CH:13][C:14]([CH2:18][OH:19])=[CH:15][CH:16]=3)[N:11]([CH2:20][CH:21]3[CH2:23][CH2:22]3)[CH:10]=2)=[O:8])[S:1][CH:5]=1. (7) Given the reactants [C:1](=O)([O-])[O-].[Cs+].[Cs+].[CH2:7]([C:9]1[CH:14]=[CH:13][C:12]([OH:15])=[C:11]([C:16]2[CH:20]=[CH:19][S:18][CH:17]=2)[CH:10]=1)[CH3:8].[CH3:21][O:22][C:23](=[O:42])[CH2:24][CH2:25][C:26]1[CH:31]=[CH:30][C:29]([O:32][CH2:33][CH2:34][C@@H:35]([O:37]S(C)(=O)=O)[CH3:36])=[CH:28][CH:27]=1.[CH3:43]OC(=O)CC, predict the reaction product. The product is: [CH3:21][O:22][C:23](=[O:42])[CH2:24][CH2:25][C:26]1[CH:31]=[CH:30][C:29]([O:32][CH2:33][CH2:34][C@@H:35]([O:15][C:12]2[CH:13]=[CH:14][C:9]([CH2:7][CH3:8])=[CH:10][C:11]=2[C:16]2[CH:20]=[CH:19][S:18][CH:17]=2)[CH3:36])=[CH:28][C:27]=1[CH3:1].[CH2:7]([C:9]1[CH:14]=[CH:13][C:12]([O:37][C@@H:35]([CH3:36])[CH2:34][CH2:33][O:32][C:29]2[CH:28]=[CH:27][C:26]([CH2:25][CH2:24][C:23]([OH:22])=[O:42])=[C:31]([CH3:43])[CH:30]=2)=[C:11]([C:16]2[CH:20]=[CH:19][S:18][CH:17]=2)[CH:10]=1)[CH3:8]. (8) The product is: [NH2:8][CH2:9][CH2:10][CH2:11][N:12]1[CH:21]=[CH:20][C:19]2[C:14](=[CH:15][C:16]([C:22]([O:24][CH3:25])=[O:23])=[CH:17][CH:18]=2)[C:13]1=[O:26]. Given the reactants C(OC([NH:8][CH2:9][CH2:10][CH2:11][N:12]1[CH:21]=[CH:20][C:19]2[C:14](=[CH:15][C:16]([C:22]([O:24][CH3:25])=[O:23])=[CH:17][CH:18]=2)[C:13]1=[O:26])=O)(C)(C)C.Cl.O1CCOCC1, predict the reaction product. (9) Given the reactants [NH2:1][C:2]([CH3:6])([CH3:5])[CH2:3][OH:4].[C:7](O[C:7]([O:9][C:10]([CH3:13])([CH3:12])[CH3:11])=[O:8])([O:9][C:10]([CH3:13])([CH3:12])[CH3:11])=[O:8], predict the reaction product. The product is: [C:10]([O:9][C:7](=[O:8])[NH:1][C:2]([CH3:6])([CH3:5])[CH2:3][OH:4])([CH3:13])([CH3:12])[CH3:11].